Dataset: Forward reaction prediction with 1.9M reactions from USPTO patents (1976-2016). Task: Predict the product of the given reaction. (1) The product is: [F:1][C:2]([F:7])([F:6])[C:3]([OH:5])=[O:4].[NH2:43][CH2:44][C:49]([N:51]1[CH2:78][CH2:77][CH2:76][C@@H:52]1[C:53]([NH:55][CH2:56][CH2:57][CH2:58][NH:59][C:60]1[C:73]2[C:72](=[O:74])[C:71]3[C:66](=[CH:67][CH:68]=[CH:69][CH:70]=3)[C:65](=[O:75])[C:64]=2[CH:63]=[CH:62][CH:61]=1)=[O:54])=[O:50]. Given the reactants [F:1][C:2]([F:7])([F:6])[C:3]([OH:5])=[O:4].N1CCC[C@@H]1C(NCCCNC1C2C(=O)C3C(=CC=CC=3)C(=O)C=2C=CC=1)=O.FC(F)(F)C(O)=O.[NH2:43][C@H:44]([C:49]([N:51]1[CH2:78][CH2:77][CH2:76][C@@H:52]1[C:53]([NH:55][CH2:56][CH2:57][CH2:58][NH:59][C:60]1[C:73]2[C:72](=[O:74])[C:71]3[C:66](=[CH:67][CH:68]=[CH:69][CH:70]=3)[C:65](=[O:75])[C:64]=2[CH:63]=[CH:62][CH:61]=1)=[O:54])=[O:50])CC(C)C, predict the reaction product. (2) The product is: [Cl:18][CH:19]1[N:24]([NH:12][C:13]2([CH2:16][OH:17])[CH2:15][CH2:14]2)[C:23]2[CH2:25][CH2:26][S:27](=[O:28])[C:22]=2[CH:21]=[N:20]1. Given the reactants ClC1N=C(Cl)C2SCCC=2N=1.[NH2:12][C:13]1([CH2:16][OH:17])[CH2:15][CH2:14]1.[Cl:18][C:19]1[N:20]=[C:21](NC2(CO)CC2)[C:22]2[S:27](=[O:28])[CH2:26][CH2:25][C:23]=2[N:24]=1, predict the reaction product.